This data is from Forward reaction prediction with 1.9M reactions from USPTO patents (1976-2016). The task is: Predict the product of the given reaction. Given the reactants [NH2:1][C:2]1[CH:7]=[CH:6][C:5]([S:8]([NH:11][C:12]2[CH:17]=[CH:16][CH:15]=[C:14]([NH:18][C:19]3[N:24]=[C:23]([C:25]4[C:33]5[C:28](=[CH:29][CH:30]=[CH:31][CH:32]=5)[N:27]([S:34]([C:37]5[CH:42]=[CH:41][CH:40]=[CH:39][CH:38]=5)(=[O:36])=[O:35])[CH:26]=4)[C:22](Cl)=[CH:21][N:20]=3)[CH:13]=2)(=[O:10])=[O:9])=[CH:4][CH:3]=1.CC(C1C=C(C(C)C)C(C2C=CC=CC=2P(C2CCCCC2)C2CCCCC2)=C(C(C)C)C=1)C.C[C:79]([N:81](C)C)=O, predict the reaction product. The product is: [NH2:1][C:2]1[CH:7]=[CH:6][C:5]([S:8]([NH:11][C:12]2[CH:17]=[CH:16][CH:15]=[C:14]([NH:18][C:19]3[N:24]=[C:23]([C:25]4[C:33]5[C:28](=[CH:29][CH:30]=[CH:31][CH:32]=5)[N:27]([S:34]([C:37]5[CH:42]=[CH:41][CH:40]=[CH:39][CH:38]=5)(=[O:36])=[O:35])[CH:26]=4)[C:22]([C:79]#[N:81])=[CH:21][N:20]=3)[CH:13]=2)(=[O:10])=[O:9])=[CH:4][CH:3]=1.